The task is: Predict which catalyst facilitates the given reaction.. This data is from Catalyst prediction with 721,799 reactions and 888 catalyst types from USPTO. (1) Reactant: [NH2:1][C:2]1[CH:16]=[CH:15][C:5]2[N:6]3[CH2:14][CH2:13][CH2:12][CH:7]3[NH:8][S:9](=[O:11])(=[O:10])[C:4]=2[CH:3]=1.C(N(CC)CC)C.[CH3:24][S:25](Cl)(=[O:27])=[O:26]. Product: [CH3:24][S:25]([NH:1][C:2]1[CH:16]=[CH:15][C:5]2[N:6]3[CH2:14][CH2:13][CH2:12][CH:7]3[NH:8][S:9](=[O:11])(=[O:10])[C:4]=2[CH:3]=1)(=[O:27])=[O:26]. The catalyst class is: 1. (2) The catalyst class is: 1. Product: [CH2:5]([O:4][Si:3]([O:10][CH2:11][CH3:12])([O:7][CH2:8][CH3:9])[C:16]1[CH:15]=[CH:14][C:27]2[S:26][C:25]3[C:20](=[CH:21][CH:22]=[CH:23][CH:24]=3)[S:19][C:18]=2[CH:17]=1)[CH3:6]. Reactant: [Mg].Cl[Si:3]([O:10][CH2:11][CH3:12])([O:7][CH2:8][CH3:9])[O:4][CH2:5][CH3:6].Br[C:14]1[C:27]2[S:26][C:25]3[C:20](=[CH:21][CH:22]=[CH:23][CH:24]=3)[S:19][C:18]=2[CH:17]=[CH:16][CH:15]=1. (3) Reactant: Br[CH:2]([C:9]1[CH:14]=[CH:13][CH:12]=[CH:11][CH:10]=1)[C:3]1[CH:8]=[CH:7][CH:6]=[CH:5][CH:4]=1.[CH:15]([NH:28][C:29](=[O:37])[N:30]([CH3:36])[CH:31]1[CH2:35][CH2:34][NH:33][CH2:32]1)([C:22]1[CH:27]=[CH:26][CH:25]=[CH:24][CH:23]=1)[C:16]1[CH:21]=[CH:20][CH:19]=[CH:18][CH:17]=1.C([O-])([O-])=O.[K+].[K+]. Product: [CH:15]([NH:28][C:29](=[O:37])[N:30]([C@@H:31]1[CH2:35][CH2:34][N:33]([CH:2]([C:3]2[CH:8]=[CH:7][CH:6]=[CH:5][CH:4]=2)[C:9]2[CH:14]=[CH:13][CH:12]=[CH:11][CH:10]=2)[CH2:32]1)[CH3:36])([C:16]1[CH:17]=[CH:18][CH:19]=[CH:20][CH:21]=1)[C:22]1[CH:27]=[CH:26][CH:25]=[CH:24][CH:23]=1. The catalyst class is: 131.